From a dataset of Peptide-MHC class I binding affinity with 185,985 pairs from IEDB/IMGT. Regression. Given a peptide amino acid sequence and an MHC pseudo amino acid sequence, predict their binding affinity value. This is MHC class I binding data. (1) The binding affinity (normalized) is 0.343. The MHC is Mamu-B03 with pseudo-sequence Mamu-B03. The peptide sequence is RRGLRMAKQ. (2) The peptide sequence is GLYNFATCGL. The MHC is HLA-A02:01 with pseudo-sequence HLA-A02:01. The binding affinity (normalized) is 0.746.